Dataset: Catalyst prediction with 721,799 reactions and 888 catalyst types from USPTO. Task: Predict which catalyst facilitates the given reaction. (1) Reactant: [CH3:1][N:2]([CH3:15])[CH2:3][CH2:4][NH:5][C:6]1[CH:11]=[CH:10][CH:9]=[CH:8][C:7]=1[N+:12]([O-])=O.NN.[O-]S([O-])(=O)=O.[Mg+2]. Product: [CH3:1][N:2]([CH3:15])[CH2:3][CH2:4][NH:5][C:6]1[C:7]([NH2:12])=[CH:8][CH:9]=[CH:10][CH:11]=1. The catalyst class is: 94. (2) Reactant: [Cl:1][C:2]1[N:7]=[C:6]([CH2:8]Cl)[C:5]([C:10]([O:12]C)=O)=[CH:4][CH:3]=1.[CH2:14]([CH2:16][NH2:17])[OH:15]. Product: [Cl:1][C:2]1[N:7]=[C:6]2[CH2:8][N:17]([CH2:16][CH2:14][OH:15])[C:10](=[O:12])[C:5]2=[CH:4][CH:3]=1. The catalyst class is: 5.